Dataset: Catalyst prediction with 721,799 reactions and 888 catalyst types from USPTO. Task: Predict which catalyst facilitates the given reaction. (1) Reactant: [CH3:1][O:2][C:3]1[N:10]=[CH:9][CH:8]=[CH:7][C:4]=1[CH:5]=O.[CH3:11][O:12][C:13]1[CH:14]=[C:15]([CH:17]=[CH:18][CH:19]=1)[NH2:16]. Product: [CH3:11][O:12][C:13]1[CH:14]=[C:15]([CH:17]=[CH:18][CH:19]=1)[N:16]=[CH:5][C:4]1[C:3]([O:2][CH3:1])=[N:10][CH:9]=[CH:8][CH:7]=1. The catalyst class is: 8. (2) Reactant: [ClH:1].[O:2]=[C:3]1[N:7]([CH:8]2[CH2:13][CH2:12][N:11]([CH:14]3[CH2:19][CH2:18][N:17](C(OC(C)(C)C)=O)[CH2:16][CH2:15]3)[CH2:10][CH2:9]2)[C@H:6]2[CH2:27][CH2:28][CH2:29][CH2:30][C@H:5]2[NH:4]1. The catalyst class is: 12. Product: [ClH:1].[N:11]1([CH:14]2[CH2:19][CH2:18][NH:17][CH2:16][CH2:15]2)[CH2:10][CH2:9][CH:8]([N:7]2[C@H:6]3[CH2:27][CH2:28][CH2:29][CH2:30][C@H:5]3[NH:4][C:3]2=[O:2])[CH2:13][CH2:12]1. (3) Reactant: C([O-])(C)(C)C.[K+].[C:7]([C:9]1[CH:10]=[C:11]2[C:15](=[CH:16][CH:17]=1)[NH:14][C:13](=[O:18])[C:12]2([C:20]1[CH:25]=[CH:24][CH:23]=[CH:22][C:21]=1[O:26][CH2:27][CH3:28])[OH:19])#[N:8].[N:29]1[C:38]2[C:33](=[CH:34][CH:35]=[CH:36][C:37]=2[S:39](Cl)(=[O:41])=[O:40])[CH:32]=[CH:31][CH:30]=1.C([O-])([O-])=O.[K+].[K+]. Product: [CH2:27]([O:26][C:21]1[CH:22]=[CH:23][CH:24]=[CH:25][C:20]=1[C:12]1([OH:19])[C:11]2[C:15](=[CH:16][CH:17]=[C:9]([C:7]#[N:8])[CH:10]=2)[N:14]([S:39]([C:37]2[CH:36]=[CH:35][CH:34]=[C:33]3[C:38]=2[N:29]=[CH:30][CH:31]=[CH:32]3)(=[O:40])=[O:41])[C:13]1=[O:18])[CH3:28]. The catalyst class is: 85. (4) Reactant: C([O:5][C:6](=[O:32])/[CH:7]=[CH:8]/[C:9]1[CH:14]=[CH:13][C:12]([C:15]2[O:16][C:17]3[N:18]=[C:19]([O:24][C:25]4[CH:30]=[CH:29][CH:28]=[CH:27][C:26]=4[F:31])[N:20]=[CH:21][C:22]=3[N:23]=2)=[CH:11][CH:10]=1)(C)(C)C. Product: [F:31][C:26]1[CH:27]=[CH:28][CH:29]=[CH:30][C:25]=1[O:24][C:19]1[N:20]=[CH:21][C:22]2[N:23]=[C:15]([C:12]3[CH:11]=[CH:10][C:9](/[CH:8]=[CH:7]/[C:6]([OH:32])=[O:5])=[CH:14][CH:13]=3)[O:16][C:17]=2[N:18]=1. The catalyst class is: 281. (5) Reactant: C[N:2]([CH3:5])C=O.[Cl:6][C:7]1[CH:8]=C([CH:12]=[CH:13][C:14]=1N)OC.I[C:17]1[N:26]=[CH:25][C:24]2[CH2:23][CH2:22][C:21]3[C:27]([C:31]([NH2:33])=[O:32])=[N:28][N:29]([CH3:30])[C:20]=3[C:19]=2[N:18]=1.[C:34]([O-])([O-])=O.[K+].[K+].[OH2:40]. Product: [CH3:34][O:40][C:14]1[CH:13]=[CH:12][C:5]([NH:2][C:17]2[N:26]=[CH:25][C:24]3[CH2:23][CH2:22][C:21]4[C:27]([C:31]([NH2:33])=[O:32])=[N:28][N:29]([CH3:30])[C:20]=4[C:19]=3[N:18]=2)=[CH:8][C:7]=1[Cl:6]. The catalyst class is: 318. (6) Reactant: [ClH:1].[CH3:2][C:3]1[CH:8]=[C:7]([C:9]([F:12])([F:11])[F:10])[CH:6]=[CH:5][C:4]=1[C:13]1[CH:14]=[C:15]([CH:20]=[CH:21][N:22]=1)[C:16]([O:18][CH3:19])=[O:17]. Product: [ClH:1].[CH3:2][C:3]1[CH:8]=[C:7]([C:9]([F:10])([F:11])[F:12])[CH:6]=[CH:5][C:4]=1[CH:13]1[CH2:14][CH:15]([C:16]([O:18][CH3:19])=[O:17])[CH2:20][CH2:21][NH:22]1. The catalyst class is: 603. (7) Reactant: [Br:1][C:2]1[S:3][CH:4]=[CH:5][CH:6]=1.[CH2:7]([O:9][CH:10](OCC)[CH2:11][NH2:12])[CH3:8].C(S(O)(=O)=O)(F)(F)F.[OH-].[K+]. Product: [Br:1][C:2]1[S:3][CH:4]=[C:5]2[C:6]=1[CH2:8][CH2:7][O:9][CH:10]2[CH2:11][NH2:12]. The catalyst class is: 12. (8) Reactant: Br[CH:2]1[CH2:17][CH2:16][C:5]2=[C:6]([C:11]([O:13][CH2:14][CH3:15])=[O:12])[S:7][C:8]([S:9][CH3:10])=[C:4]2[C:3]1=O.[C:19]([NH2:22])(=[S:21])[CH3:20]. Product: [CH3:20][C:19]1[S:21][C:2]2[CH2:17][CH2:16][C:5]3=[C:6]([C:11]([O:13][CH2:14][CH3:15])=[O:12])[S:7][C:8]([S:9][CH3:10])=[C:4]3[C:3]=2[N:22]=1. The catalyst class is: 8.